From a dataset of Full USPTO retrosynthesis dataset with 1.9M reactions from patents (1976-2016). Predict the reactants needed to synthesize the given product. (1) Given the product [C:11]([O:1][C:2]1[CH:7]=[C:6]([CH3:8])[CH:5]=[CH:4][N:3]=1)(=[O:10])[CH3:12], predict the reactants needed to synthesize it. The reactants are: [OH:1][C:2]1[CH:7]=[C:6]([CH3:8])[CH:5]=[CH:4][N:3]=1.F[O:10][C:11](=O)[CH3:12]. (2) Given the product [CH3:44][O:43][C:41](=[O:42])[CH2:40][N:7]1[C:6]2[CH:29]=[C:2]([Cl:1])[C:3]([N:30]([CH3:31])[CH3:32])=[CH:4][C:5]=2[O:10][CH:9]([C:11]([N:13]2[CH2:14][CH2:15][C:16]([C:19]#[N:20])([CH2:21][C:22]3[CH:23]=[CH:24][C:25]([F:28])=[CH:26][CH:27]=3)[CH2:17][CH2:18]2)=[O:12])[CH2:8]1, predict the reactants needed to synthesize it. The reactants are: [Cl:1][C:2]1[C:3]([N:30]([CH3:32])[CH3:31])=[CH:4][C:5]2[O:10][CH:9]([C:11]([N:13]3[CH2:18][CH2:17][C:16]([CH2:21][C:22]4[CH:27]=[CH:26][C:25]([F:28])=[CH:24][CH:23]=4)([C:19]#[N:20])[CH2:15][CH2:14]3)=[O:12])[CH2:8][NH:7][C:6]=2[CH:29]=1.C([O-])([O-])=O.[K+].[K+].Br[CH2:40][C:41]([O:43][CH3:44])=[O:42]. (3) Given the product [CH3:33][O:32][C:29]1[CH:30]=[CH:31][C:26]([CH2:25][N:24]([CH2:34][C:35]2[CH:40]=[CH:39][C:38]([O:41][CH3:42])=[CH:37][CH:36]=2)[C:19]2[N:18]=[C:17]([C:4]3[C:5]([NH:8][C:9]4[CH:10]=[N:11][C:12]([O:15][CH3:16])=[CH:13][CH:14]=4)=[N:6][CH:7]=[C:2]([C:82]4[CH:87]=[CH:86][N:85]=[N:84][CH:83]=4)[CH:3]=3)[N:22]=[C:21]([CH3:23])[N:20]=2)=[CH:27][CH:28]=1, predict the reactants needed to synthesize it. The reactants are: Cl[C:2]1[CH:3]=[C:4]([C:17]2[N:22]=[C:21]([CH3:23])[N:20]=[C:19]([N:24]([CH2:34][C:35]3[CH:40]=[CH:39][C:38]([O:41][CH3:42])=[CH:37][CH:36]=3)[CH2:25][C:26]3[CH:31]=[CH:30][C:29]([O:32][CH3:33])=[CH:28][CH:27]=3)[N:18]=2)[C:5]([NH:8][C:9]2[CH:10]=[N:11][C:12]([O:15][CH3:16])=[CH:13][CH:14]=2)=[N:6][CH:7]=1.C1(P(C2CCCCC2)C2C=CC=CC=2C2C(C(C)C)=CC(C(C)C)=CC=2C(C)C)CCCCC1.C([Sn](CCCC)(CCCC)[C:82]1[CH:87]=[CH:86][N:85]=[N:84][CH:83]=1)CCC. (4) Given the product [C:14]([C:18]1[CH:37]=[CH:36][C:21]([CH2:22][N:23]([CH2:24][CH2:25][C:26]2[CH:31]=[CH:30][CH:29]=[C:28]([C:32]([F:35])([F:33])[F:34])[CH:27]=2)[C:11]([C:9]2[CH:10]=[C:2]([Br:1])[CH:3]=[C:4]3[C:8]=2[NH:7][CH:6]=[CH:5]3)=[O:13])=[CH:20][CH:19]=1)([CH3:17])([CH3:15])[CH3:16], predict the reactants needed to synthesize it. The reactants are: [Br:1][C:2]1[CH:3]=[C:4]2[C:8](=[C:9]([C:11]([OH:13])=O)[CH:10]=1)[NH:7][CH:6]=[CH:5]2.[C:14]([C:18]1[CH:37]=[CH:36][C:21]([CH2:22][NH:23][CH2:24][CH2:25][C:26]2[CH:31]=[CH:30][CH:29]=[C:28]([C:32]([F:35])([F:34])[F:33])[CH:27]=2)=[CH:20][CH:19]=1)([CH3:17])([CH3:16])[CH3:15].CN1CCOCC1.CN(C(ON1N=NC2C=CC=CC1=2)=[N+](C)C)C.[B-](F)(F)(F)F. (5) Given the product [O:1]=[C:2]1[N:8]([CH:9]2[CH2:10][CH2:11][N:12]([C:15]([O:17][C@H:18]([CH2:37][C:38]3[CH:43]=[C:42]([CH3:44])[C:41]([OH:45])=[C:40]([CH3:46])[CH:39]=3)[C:19]([N:21]3[CH2:26][CH2:25][N:24]([CH:27]4[CH2:28][CH2:29][N:30]([CH2:33][C:34]([O:36][CH2:51][CH2:52][CH2:53][CH2:54][CH2:55][CH3:56])=[O:35])[CH2:31][CH2:32]4)[CH2:23][CH2:22]3)=[O:20])=[O:16])[CH2:13][CH2:14]2)[CH2:7][CH2:6][C:5]2[CH:47]=[CH:48][CH:49]=[CH:50][C:4]=2[NH:3]1, predict the reactants needed to synthesize it. The reactants are: [O:1]=[C:2]1[N:8]([CH:9]2[CH2:14][CH2:13][N:12]([C:15]([O:17][C@H:18]([CH2:37][C:38]3[CH:43]=[C:42]([CH3:44])[C:41]([OH:45])=[C:40]([CH3:46])[CH:39]=3)[C:19]([N:21]3[CH2:26][CH2:25][N:24]([CH:27]4[CH2:32][CH2:31][N:30]([CH2:33][C:34]([OH:36])=[O:35])[CH2:29][CH2:28]4)[CH2:23][CH2:22]3)=[O:20])=[O:16])[CH2:11][CH2:10]2)[CH2:7][CH2:6][C:5]2[CH:47]=[CH:48][CH:49]=[CH:50][C:4]=2[NH:3]1.[CH2:51](O)[CH2:52][CH2:53][CH2:54][CH2:55][CH3:56].C([O-])(O)=O.[Na+]. (6) The reactants are: [C:1]([N:6]1[CH2:11][CH2:10][CH2:9][CH2:8][C@@H:7]1[CH2:12][O:13][C:14]1[CH:21]=[CH:20][CH:19]=[C:18]([N+:22]([O-])=O)[C:15]=1[C:16]#[N:17])(=[O:5])[CH2:2][CH2:3][CH3:4].[H][H]. Given the product [NH2:22][C:18]1[CH:19]=[CH:20][CH:21]=[C:14]([O:13][CH2:12][C@H:7]2[CH2:8][CH2:9][CH2:10][CH2:11][N:6]2[C:1](=[O:5])[CH2:2][CH2:3][CH3:4])[C:15]=1[C:16]#[N:17], predict the reactants needed to synthesize it. (7) Given the product [CH2:1]([N:5]1[C:13]2[C:8](=[CH:9][C:10]([OH:14])=[CH:11][CH:12]=2)[CH:7]=[N:6]1)[CH:2]([CH3:4])[CH3:3], predict the reactants needed to synthesize it. The reactants are: [CH2:1]([N:5]1[C:13]2[C:8](=[CH:9][C:10]([O:14]C)=[CH:11][CH:12]=2)[CH:7]=[N:6]1)[CH:2]([CH3:4])[CH3:3].B(Br)(Br)Br. (8) Given the product [C:1]([O:5][C:6](=[O:35])[NH:7][C:8]1[CH:9]=[C:10]2[CH:16]=[C:15]([CH:17]([C:25]3[CH:26]=[CH:27][C:28]([S:31]([CH3:34])(=[O:33])=[O:32])=[CH:29][CH:30]=3)[CH2:18][CH:19]3[CH2:20][CH2:21][O:22][CH2:23][CH2:24]3)[NH:14][C:11]2=[N:12][CH:13]=1)([CH3:3])([CH3:4])[CH3:2], predict the reactants needed to synthesize it. The reactants are: [C:1]([O:5][C:6](=[O:35])[NH:7][C:8]1[CH:9]=[C:10]2[CH:16]=[C:15]([C:17]([C:25]3[CH:30]=[CH:29][C:28]([S:31]([CH3:34])(=[O:33])=[O:32])=[CH:27][CH:26]=3)=[CH:18][CH:19]3[CH2:24][CH2:23][O:22][CH2:21][CH2:20]3)[NH:14][C:11]2=[N:12][CH:13]=1)([CH3:4])([CH3:3])[CH3:2].